Dataset: Reaction yield outcomes from USPTO patents with 853,638 reactions. Task: Predict the reaction yield, written as a fraction of the theoretical maximum amount of product (1.0 means a 100% yield; for example, 0.34 means a 34% yield). (1) The reactants are [Mg].II.Br[C:5]1[CH:10]=[CH:9][C:8]([Br:11])=[CH:7][CH:6]=1.[C:12]([C:14]([N:17]1[CH2:22][CH2:21][CH2:20][CH2:19][CH2:18]1)(C)[CH3:15])#N.C(=O)([O-])[O-].[K+].[K+]. The catalyst is C(OCC)C.C1COCC1. The product is [Br:11][C:8]1[CH:9]=[CH:10][C:5]([C:14]([N:17]2[CH2:22][CH2:21][CH2:20][CH2:19][CH2:18]2)([CH3:15])[CH3:12])=[CH:6][CH:7]=1. The yield is 0.950. (2) The reactants are [Mg].[C:2](=[O:4])=[O:3].Cl[C:6]([C:9]1[CH:14]=[CH:13][C:12]([C:15](=[O:20])[CH2:16][CH2:17][CH2:18][Cl:19])=[CH:11][CH:10]=1)([CH3:8])[CH3:7].Cl. The catalyst is [Cl-].C([N+](CC)(CC)CC)C.CN(C)C=O.[Ag]. The product is [Cl:19][CH2:18][CH2:17][CH2:16][C:15]([C:12]1[CH:11]=[CH:10][C:9]([C:6]([CH3:8])([CH3:7])[C:2]([OH:4])=[O:3])=[CH:14][CH:13]=1)=[O:20]. The yield is 0.720. (3) The reactants are [OH:1][C:2]([C:34]1[CH:39]=[CH:38][CH:37]=[CH:36][CH:35]=1)([C:28]1[CH:33]=[CH:32][CH:31]=[CH:30][CH:29]=1)[CH:3]1[CH2:8][CH2:7][N:6]([CH2:9][CH2:10][CH2:11][C:12]([C:14]2[CH:19]=[CH:18][C:17]([C:20]([CH3:27])([CH3:26])[C:21]([O:23]CC)=[O:22])=[CH:16][CH:15]=2)=[O:13])[CH2:5][CH2:4]1.[OH-].[Na+].[BH4-].[Na+].CC(C)=O.[ClH:48]. The catalyst is O.CO. The product is [OH2:1].[ClH:48].[OH:1][C:2]([C:34]1[CH:35]=[CH:36][CH:37]=[CH:38][CH:39]=1)([C:28]1[CH:29]=[CH:30][CH:31]=[CH:32][CH:33]=1)[CH:3]1[CH2:8][CH2:7][N:6]([CH2:9][CH2:10][CH2:11][CH:12]([C:14]2[CH:19]=[CH:18][C:17]([C:20]([CH3:27])([CH3:26])[C:21]([OH:23])=[O:22])=[CH:16][CH:15]=2)[OH:13])[CH2:5][CH2:4]1. The yield is 0.980. (4) The yield is 0.890. The catalyst is CC(C)=O.O. The product is [F:22][C:6]1[C:5]2=[N:24][O:3][C:1]([CH3:2])=[C:4]2[CH:13]=[C:8]([C:9]([O:11][CH3:12])=[O:10])[C:7]=1[NH:14][C:15]1[CH:20]=[CH:19][CH:18]=[CH:17][C:16]=1[F:21]. The reactants are [C:1]([C:4]1[C:5](F)=[C:6]([F:22])[C:7]([NH:14][C:15]2[CH:20]=[CH:19][CH:18]=[CH:17][C:16]=2[F:21])=[C:8]([CH:13]=1)[C:9]([O:11][CH3:12])=[O:10])(=[O:3])[CH3:2].[N-:24]=[N+]=[N-].[Na+].